The task is: Predict the reactants needed to synthesize the given product.. This data is from Full USPTO retrosynthesis dataset with 1.9M reactions from patents (1976-2016). (1) Given the product [N:21]1([CH2:25][CH2:18][C:4]2[NH:5][C:6]([C:7]3[CH:8]=[C:9]([CH:14]=[CH:15][C:16]=3[CH3:17])[C:10]([OH:12])=[O:11])=[C:2]([Cl:1])[N:3]=2)[CH2:24][CH2:23][CH2:22]1, predict the reactants needed to synthesize it. The reactants are: [Cl:1][C:2]1[N:3]=[C:4]([CH2:18]OC)[NH:5][C:6]=1[C:7]1[CH:8]=[C:9]([CH:14]=[CH:15][C:16]=1[CH3:17])[C:10]([O:12]C)=[O:11].[N:21]1([CH2:25]CC2NC(C3C=C(C=CC=3C)C(OC)=O)=CN=2)[CH2:24][CH2:23][CH2:22]1.COCC1NC(C2C=C(C=CC=2C)C(OC)=O)=CN=1. (2) Given the product [OH:2][C:3]1([C:5]2[CH:41]=[CH:40][C:8]3[NH:9][C:10]([C:12]4[N:13]=[C:14]([C:36]([F:37])([F:38])[F:39])[S:15][C:16]=4[N:17]4[CH2:22][CH2:21][N:20]([C:23](=[O:34])[CH2:24][N:25]5[C:29]6=[N:30][CH:31]=[CH:32][CH:33]=[C:28]6[N:27]=[CH:26]5)[C@H:19]([CH3:35])[CH2:18]4)=[N:11][C:7]=3[CH:6]=2)[CH2:43][CH2:42]1, predict the reactants needed to synthesize it. The reactants are: C[O:2][C:3]([C:5]1[CH:41]=[CH:40][C:8]2[NH:9][C:10]([C:12]3[N:13]=[C:14]([C:36]([F:39])([F:38])[F:37])[S:15][C:16]=3[N:17]3[CH2:22][CH2:21][N:20]([C:23](=[O:34])[CH2:24][N:25]4[C:29]5=[N:30][CH:31]=[CH:32][CH:33]=[C:28]5[N:27]=[CH:26]4)[C@H:19]([CH3:35])[CH2:18]3)=[N:11][C:7]=2[CH:6]=1)=O.[CH2:42]([Mg]Br)[CH3:43]. (3) Given the product [CH3:1][N:2]1[CH:6]=[C:5]([S:7](=[O:15])(=[O:14])[NH:8][CH2:9][C:10]([F:12])([F:13])[F:11])[CH:4]=[C:3]1[C:16]([OH:18])=[O:17], predict the reactants needed to synthesize it. The reactants are: [CH3:1][N:2]1[CH:6]=[C:5]([S:7](=[O:15])(=[O:14])[NH:8][CH2:9][C:10]([F:13])([F:12])[F:11])[CH:4]=[C:3]1[C:16]([O:18]C)=[O:17].[OH-].[Li+].CO.Cl. (4) Given the product [CH2:11]([O:18][C:19]1[CH:27]=[C:26]([F:28])[CH:25]=[C:24]2[C:20]=1[C:21]([CH2:31][CH2:32][N:34]1[CH2:35][C:36]3[C:41](=[CH:40][CH:39]=[CH:38][CH:37]=3)[CH2:42]1)=[CH:22][N:23]2[CH2:29][CH3:30])[C:12]1[CH:13]=[CH:14][CH:15]=[CH:16][CH:17]=1, predict the reactants needed to synthesize it. The reactants are: [H-].[H-].[H-].[H-].[Li+].[Al+3].[Cl-].[Cl-].[Cl-].[Al+3].[CH2:11]([O:18][C:19]1[CH:27]=[C:26]([F:28])[CH:25]=[C:24]2[C:20]=1[C:21]([CH2:31][C:32]([N:34]1[CH2:42][C:41]3[C:36](=[CH:37][CH:38]=[CH:39][CH:40]=3)[CH2:35]1)=O)=[CH:22][N:23]2[CH2:29][CH3:30])[C:12]1[CH:17]=[CH:16][CH:15]=[CH:14][CH:13]=1. (5) Given the product [P:23]([OH:26])([OH:25])([OH:24])=[O:22].[CH:1]1([C@H:4]([N:8]2[CH:12]=[C:11]([C:13]3[C:14]4[CH:21]=[CH:20][NH:19][C:15]=4[N:16]=[CH:17][N:18]=3)[CH:10]=[N:9]2)[CH2:5][C:6]#[N:7])[CH2:3][CH2:2]1, predict the reactants needed to synthesize it. The reactants are: [CH:1]1([C@H:4]([N:8]2[CH:12]=[C:11]([C:13]3[C:14]4[CH:21]=[CH:20][NH:19][C:15]=4[N:16]=[CH:17][N:18]=3)[CH:10]=[N:9]2)[CH2:5][C:6]#[N:7])[CH2:3][CH2:2]1.[OH:22][P:23]([OH:26])([OH:25])=[O:24]. (6) Given the product [F:41][C:42]([F:61])([F:60])[S:43]([O:1][C:2]1[CH:3]=[CH:4][N:5]=[C:6]([C:8]2[CH:9]=[C:10]3[C:15](=[CH:16][CH:17]=2)[N:14]=[CH:13][CH:12]=[C:11]3[N:18]2[CH2:23][CH2:22][CH2:21][C@H:20]([NH:24][C:25]([O:26][C:27]([CH3:28])([CH3:30])[CH3:29])=[O:31])[CH2:19]2)[N:7]=1)(=[O:45])=[O:44], predict the reactants needed to synthesize it. The reactants are: [O:1]=[C:2]1[NH:7][C:6]([C:8]2[CH:9]=[C:10]3[C:15](=[CH:16][CH:17]=2)[N:14]=[CH:13][CH:12]=[C:11]3[N:18]2[CH2:23][CH2:22][CH2:21][C@H:20]([NH:24][C:25](=[O:31])[O:26][C:27]([CH3:30])([CH3:29])[CH3:28])[CH2:19]2)=[N:5][CH:4]=[CH:3]1.C(N(C(C)C)CC)(C)C.[F:41][C:42]([F:61])([F:60])[S:43](N(C1C=CC=CC=1)[S:43]([C:42]([F:61])([F:60])[F:41])(=[O:45])=[O:44])(=[O:45])=[O:44].